This data is from Full USPTO retrosynthesis dataset with 1.9M reactions from patents (1976-2016). The task is: Predict the reactants needed to synthesize the given product. Given the product [CH2:13]([C:6]1[CH:7]=[N:8][CH:9]=[CH:10][C:5]=1[Br:4])[CH:11]=[CH2:12], predict the reactants needed to synthesize it. The reactants are: [OH-].[Na+].Cl.[Br:4][C:5]1[CH:10]=[CH:9][N:8]=[CH:7][CH:6]=1.[CH:11]([N-]C(C)C)([CH3:13])[CH3:12].[Li+].C(I)C=C.